This data is from Forward reaction prediction with 1.9M reactions from USPTO patents (1976-2016). The task is: Predict the product of the given reaction. (1) Given the reactants [Br:1][C:2]1[CH:3]=[C:4]([N:8]2[C:16]3[CH:15]=[CH:14][C:13](=[O:17])[NH:12][C:11]=3[C:10]([C:18]#[N:19])=[N:9]2)[CH:5]=[CH:6][CH:7]=1.C([OH:22])C, predict the reaction product. The product is: [Br:1][C:2]1[CH:3]=[C:4]([N:8]2[C:16]3[CH:15]=[CH:14][C:13](=[O:17])[NH:12][C:11]=3[C:10]([C:18]([NH2:19])=[O:22])=[N:9]2)[CH:5]=[CH:6][CH:7]=1. (2) Given the reactants [C:1]([C:3]1[CH:4]=[C:5]([C:17]([OH:19])=[O:18])[CH:6]=[C:7]2[C:12]=1[O:11][C:10]([CH3:14])([CH3:13])[CH2:9][C:8]2([CH3:16])[CH3:15])#[CH:2].Cl[CH2:21]Cl.C(O[C:27]1[CH:32]=[CH:31][C:30](O)=[C:29](C(C)(C)C)[C:28]=1[F:38])(=O)C.Cl.CN(C)[CH2:42][CH2:43][CH2:44]N=C=NCC.[C:51]([O:54]CC)(=[O:53])[CH3:52], predict the reaction product. The product is: [F:38][C:28]1[CH:27]=[C:32]([O:18][C:17]([C:5]2[CH:6]=[C:7]3[C:12](=[C:3]([C:1]#[CH:2])[CH:4]=2)[O:11][C:10]([CH3:14])([CH3:13])[CH2:9][C:8]3([CH3:15])[CH3:16])=[O:19])[CH:31]=[CH:30][C:29]=1[CH2:52][C:51]([O:54][C:43]([CH3:42])([CH3:44])[CH3:21])=[O:53]. (3) Given the reactants C[O:2][C:3]([C:5]1[N:6]=[CH:7][C:8]2[C:9](=[O:23])[N:10]([CH2:16][C:17]3[CH:22]=[CH:21][CH:20]=[CH:19][CH:18]=3)[CH:11]=[CH:12][C:13]=2[C:14]=1[OH:15])=O.[NH3:24], predict the reaction product. The product is: [CH2:16]([N:10]1[C:9](=[O:23])[C:8]2[CH:7]=[N:6][C:5]([C:3]([NH2:24])=[O:2])=[C:14]([OH:15])[C:13]=2[CH:12]=[CH:11]1)[C:17]1[CH:22]=[CH:21][CH:20]=[CH:19][CH:18]=1. (4) Given the reactants [Br:1][CH2:2][C:3]1[CH:11]=[CH:10][C:6]([C:7]([OH:9])=[O:8])=[CH:5][CH:4]=1.[F:12][C:13]1[C:18](O)=[C:17]([F:20])[C:16]([F:21])=[C:15]([F:22])[C:14]=1[F:23], predict the reaction product. The product is: [F:12][C:13]1[C:18]([O:8][C:7](=[O:9])[C:6]2[CH:10]=[CH:11][C:3]([CH2:2][Br:1])=[CH:4][CH:5]=2)=[C:17]([F:20])[C:16]([F:21])=[C:15]([F:22])[C:14]=1[F:23]. (5) Given the reactants [CH3:1][O:2][C:3]1[CH:8]=[CH:7][C:6]([C:9]2[N:13]([C:14]3[CH:19]=[CH:18][CH:17]=[CH:16][CH:15]=3)[N:12]=[C:11]([CH:20]3[CH2:25][CH2:24][NH:23][CH2:22][CH2:21]3)[CH:10]=2)=[CH:5][CH:4]=1.ClC(Cl)(O[C:30](=[O:36])OC(Cl)(Cl)Cl)Cl.N1C=CC=CC=1.Cl.[CH3:45][NH:46][OH:47].C(N(CC)CC)C, predict the reaction product. The product is: [CH3:1][O:2][C:3]1[CH:8]=[CH:7][C:6]([C:9]2[N:13]([C:14]3[CH:19]=[CH:18][CH:17]=[CH:16][CH:15]=3)[N:12]=[C:11]([CH:20]3[CH2:25][CH2:24][N:23]([C:30](=[O:36])[N:46]([OH:47])[CH3:45])[CH2:22][CH2:21]3)[CH:10]=2)=[CH:5][CH:4]=1. (6) Given the reactants [CH3:1][N:2]1[CH2:7][CH2:6][N:5]([C:8]2[CH:9]([CH:26](O)[CH2:27][CH3:28])[C:10]([N:19]3[CH2:24][CH2:23][N:22]([CH3:25])[CH2:21][CH2:20]3)=[N:11][C:12]3[CH:18]=[CH:17][CH:16]=[CH:15][C:13]=3[N:14]=2)[CH2:4][CH2:3]1.C(N(CC)CC)C.FC(F)(F)C(OC(=O)C(F)(F)F)=O.[OH-].[Na+], predict the reaction product. The product is: [CH3:1][N:2]1[CH2:3][CH2:4][N:5]([C:8]2[C:9](=[CH:26][CH2:27][CH3:28])[C:10]([N:19]3[CH2:20][CH2:21][N:22]([CH3:25])[CH2:23][CH2:24]3)=[N:11][C:12]3[CH:18]=[CH:17][CH:16]=[CH:15][C:13]=3[N:14]=2)[CH2:6][CH2:7]1.